Predict the product of the given reaction. From a dataset of Forward reaction prediction with 1.9M reactions from USPTO patents (1976-2016). (1) Given the reactants [Cl-].[CH:2]1([CH2:7][NH2+:8][CH2:9][CH2:10]Cl)[CH2:6][CH2:5][CH2:4][CH2:3]1.[Cl:12][C:13]1[C:14]([CH3:22])=[C:15]([N:19]=[C:20]=[S:21])[CH:16]=[CH:17][CH:18]=1, predict the reaction product. The product is: [Cl:12][C:13]1[C:14]([CH3:22])=[C:15]([N:19]=[C:20]2[N:8]([CH2:7][CH:2]3[CH2:3][CH2:4][CH2:5][CH2:6]3)[CH2:9][CH2:10][S:21]2)[CH:16]=[CH:17][CH:18]=1. (2) The product is: [CH:2]([N:15]1[CH2:20][CH2:19][CH:18]([CH2:21][OH:22])[CH2:17][CH2:16]1)([C:9]1[CH:14]=[CH:13][CH:12]=[CH:11][CH:10]=1)[C:3]1[CH:8]=[CH:7][CH:6]=[CH:5][CH:4]=1. Given the reactants Br[CH:2]([C:9]1[CH:14]=[CH:13][CH:12]=[CH:11][CH:10]=1)[C:3]1[CH:8]=[CH:7][CH:6]=[CH:5][CH:4]=1.[NH:15]1[CH2:20][CH2:19][CH:18]([CH2:21][OH:22])[CH2:17][CH2:16]1.C(=O)([O-])[O-].[K+].[K+], predict the reaction product.